This data is from Forward reaction prediction with 1.9M reactions from USPTO patents (1976-2016). The task is: Predict the product of the given reaction. (1) Given the reactants [BrH:1].C(OC([N:12]([CH2:46][CH2:47][C:48]1[C:56]2[S:55][C:54](=[O:57])[NH:53][C:52]=2[C:51]([OH:58])=[CH:50][CH:49]=1)[CH2:13][CH2:14][N:15]([CH:39]1[CH2:45][CH2:44][CH2:43][CH2:42][CH2:41][CH2:40]1)[C:16](=[O:38])[CH2:17][CH2:18][N:19]([CH2:30][CH2:31][C:32]1[CH:37]=[CH:36][CH:35]=[CH:34][CH:33]=1)C(=O)OCC1C=CC=CC=1)=O)C1C=CC=CC=1.COC(C)(C)C, predict the reaction product. The product is: [BrH:1].[BrH:1].[CH:39]1([N:15]([CH2:14][CH2:13][NH:12][CH2:46][CH2:47][C:48]2[C:56]3[S:55][C:54](=[O:57])[NH:53][C:52]=3[C:51]([OH:58])=[CH:50][CH:49]=2)[C:16](=[O:38])[CH2:17][CH2:18][NH:19][CH2:30][CH2:31][C:32]2[CH:37]=[CH:36][CH:35]=[CH:34][CH:33]=2)[CH2:45][CH2:44][CH2:43][CH2:42][CH2:41][CH2:40]1. (2) The product is: [Cl:26][C:22]1[CH:23]=[CH:24][CH:25]=[C:18]([Cl:17])[C:19]=1[C:13]1[N:12]([CH2:36][C@@H:37]2[CH2:33][CH2:28][CH2:29][NH:30][CH2:31]2)[C:11]2[C:15]([N:14]=1)=[CH:16][N:8]=[C:9]([NH:7][CH2:6][C:2]1[S:1][CH:5]=[CH:4][CH:3]=1)[N:10]=2. Given the reactants [S:1]1[CH:5]=[CH:4][CH:3]=[C:2]1[CH2:6][NH2:7].[N:8]1[CH:16]=[C:15]2[C:11]([N:12]=[CH:13][NH:14]2)=[N:10][CH:9]=1.[Cl:17][C:18]1[CH:25]=[CH:24][CH:23]=[C:22]([Cl:26])[C:19]=1C=O.N[C:28]1[CH:29]=[N:30][CH:31]=N[CH:33]=1.CN(C)[C:36](=O)[CH3:37], predict the reaction product.